This data is from TCR-epitope binding with 47,182 pairs between 192 epitopes and 23,139 TCRs. The task is: Binary Classification. Given a T-cell receptor sequence (or CDR3 region) and an epitope sequence, predict whether binding occurs between them. (1) The epitope is ATDALMTGY. The TCR CDR3 sequence is CASSLGGEPPTDTQYF. Result: 0 (the TCR does not bind to the epitope). (2) The epitope is KAYNVTQAF. The TCR CDR3 sequence is CASSSGGATDYTF. Result: 1 (the TCR binds to the epitope). (3) The epitope is PKYVKQNTLKLAT. The TCR CDR3 sequence is CATSDPGGGTDTQYF. Result: 1 (the TCR binds to the epitope). (4) The epitope is AYAQKIFKI. The TCR CDR3 sequence is CASSGSGPLRGYTF. Result: 0 (the TCR does not bind to the epitope). (5) The epitope is VLWAHGFEL. The TCR CDR3 sequence is CASSQDRSGGGATQYF. Result: 0 (the TCR does not bind to the epitope). (6) The epitope is TLDSKTQSL. The TCR CDR3 sequence is CASSPGVGAFF. Result: 0 (the TCR does not bind to the epitope). (7) The epitope is KAFSPEVIPMF. The TCR CDR3 sequence is CASSIGQGPYEQYF. Result: 0 (the TCR does not bind to the epitope). (8) The epitope is HPKVSSEVHI. The TCR CDR3 sequence is CASSLGADQPQHF. Result: 1 (the TCR binds to the epitope). (9) The epitope is NLSALGIFST. The TCR CDR3 sequence is CASLWEGLPNTGELFF. Result: 1 (the TCR binds to the epitope). (10) The epitope is VVYRGTTTY. The TCR CDR3 sequence is CASSPDGVWYGYTF. Result: 0 (the TCR does not bind to the epitope).